From a dataset of Full USPTO retrosynthesis dataset with 1.9M reactions from patents (1976-2016). Predict the reactants needed to synthesize the given product. (1) Given the product [F:1][C:2]1[C:7]([NH:29][C:26]2[CH:25]=[C:24]([O:23][CH3:22])[NH:28][N:27]=2)=[N:6][C:5]([NH:9][C@H:10]([C:12]2[CH:17]=[CH:16][C:15]([F:18])=[CH:14][N:13]=2)[CH3:11])=[C:4]([N+:19]([O-:21])=[O:20])[CH:3]=1, predict the reactants needed to synthesize it. The reactants are: [F:1][C:2]1[CH:3]=[C:4]([N+:19]([O-:21])=[O:20])[C:5]([NH:9][C@H:10]([C:12]2[CH:17]=[CH:16][C:15]([F:18])=[CH:14][N:13]=2)[CH3:11])=[N:6][C:7]=1F.[CH3:22][O:23][C:24]1[NH:28][N:27]=[C:26]([NH2:29])[CH:25]=1.CCN(C(C)C)C(C)C. (2) Given the product [CH2:14]([O:16][C:17](=[O:39])[C:18]([CH3:20])([O:21][C:22]1[CH:27]=[CH:26][C:25]([O:28][C:29]2[CH:34]=[CH:33][CH:32]=[C:31]([CH2:35][NH:36][C:7](=[O:9])[C:6]3[CH:5]=[CH:4][C:3]([C:2]([F:1])([F:13])[F:12])=[CH:11][CH:10]=3)[CH:30]=2)=[CH:24][C:23]=1[CH3:37])[CH3:19])[CH3:15], predict the reactants needed to synthesize it. The reactants are: [F:1][C:2]([F:13])([F:12])[C:3]1[CH:11]=[CH:10][C:6]([C:7]([OH:9])=O)=[CH:5][CH:4]=1.[CH2:14]([O:16][C:17](=[O:39])[C:18]([O:21][C:22]1[CH:27]=[CH:26][C:25]([O:28][C:29]2[CH:34]=[CH:33][CH:32]=[C:31]([CH2:35][NH2:36])[CH:30]=2)=[CH:24][C:23]=1[CH2:37]C)([CH3:20])[CH3:19])[CH3:15]. (3) Given the product [NH:1]([C:10]([O:12][CH2:13][CH2:14][C:15]1[S:16][C:17]([CH2:20][CH2:21][C:22]2[CH:27]=[CH:26][C:25]([N:28]3[CH2:29][CH2:30][N:31]([C:34](=[O:36])[CH3:35])[CH2:32][CH2:33]3)=[CH:24][N:23]=2)=[CH:18][CH:19]=1)=[O:11])[NH2:2], predict the reactants needed to synthesize it. The reactants are: [NH:1]([C:10]([O:12][CH2:13][CH2:14][C:15]1[S:16][C:17]([CH2:20][CH2:21][C:22]2[CH:27]=[CH:26][C:25]([N:28]3[CH2:33][CH2:32][N:31]([C:34](=[O:36])[CH3:35])[CH2:30][CH2:29]3)=[CH:24][N:23]=2)=[CH:18][CH:19]=1)=[O:11])[NH:2]C(OC(C)(C)C)=O.O1CCOCC1.Cl.Cl. (4) Given the product [Br:1][C:2]1[C:3]([NH:23][S:24]([CH3:27])(=[O:25])=[O:26])=[CH:4][C:5]2[O:9][C:8]([C:10]3[CH:15]=[CH:14][C:13]([F:16])=[CH:12][CH:11]=3)=[C:7]([C:17]([OH:19])=[O:18])[C:6]=2[CH:22]=1, predict the reactants needed to synthesize it. The reactants are: [Br:1][C:2]1[C:3]([NH:23][S:24]([CH3:27])(=[O:26])=[O:25])=[CH:4][C:5]2[O:9][C:8]([C:10]3[CH:15]=[CH:14][C:13]([F:16])=[CH:12][CH:11]=3)=[C:7]([C:17]([O:19]CC)=[O:18])[C:6]=2[CH:22]=1.O[Li].O. (5) Given the product [N:14]([CH2:2][C:3]1[CH:8]=[CH:7][C:6]([S:9]([NH:12][CH3:13])(=[O:11])=[O:10])=[CH:5][CH:4]=1)=[N+:15]=[N-:16], predict the reactants needed to synthesize it. The reactants are: Br[CH2:2][C:3]1[CH:8]=[CH:7][C:6]([S:9]([NH:12][CH3:13])(=[O:11])=[O:10])=[CH:5][CH:4]=1.[N-:14]=[N+:15]=[N-:16].[Na+].O. (6) Given the product [Cl:1][C:2]1[CH:21]=[CH:20][C:5]([C:6]([N:8]2[CH2:14][C:13]3[CH:15]=[CH:16][CH:17]=[CH:18][C:12]=3[N:11]([CH2:27][C:26]#[CH:25])[C:10](=[O:19])[CH2:9]2)=[O:7])=[CH:4][CH:3]=1, predict the reactants needed to synthesize it. The reactants are: [Cl:1][C:2]1[CH:21]=[CH:20][C:5]([C:6]([N:8]2[CH2:14][C:13]3[CH:15]=[CH:16][CH:17]=[CH:18][C:12]=3[NH:11][C:10](=[O:19])[CH2:9]2)=[O:7])=[CH:4][CH:3]=1.[H-].[Na+].Br[CH2:25][C:26]#[CH:27].C(OCC)(=O)C. (7) Given the product [C:8](=[O:9])([O:7][C:1]1[CH:6]=[CH:5][CH:4]=[CH:3][CH:2]=1)[NH2:11], predict the reactants needed to synthesize it. The reactants are: [C:1]1([O:7][C:8](Cl)=[O:9])[CH:6]=[CH:5][CH:4]=[CH:3][CH:2]=1.[N:11]1C=CC=CC=1. (8) Given the product [CH:20]1([CH2:19][N:11]([C@@H:9]2[CH2:10][C@H:8]2[C:5]2[CH:6]=[CH:7][C:2]([NH:1][C:28]([C:26]3[CH:27]=[N:23][NH:24][CH:25]=3)=[O:29])=[CH:3][CH:4]=2)[C:12](=[O:18])[O:13][C:14]([CH3:17])([CH3:16])[CH3:15])[CH2:22][CH2:21]1, predict the reactants needed to synthesize it. The reactants are: [NH2:1][C:2]1[CH:7]=[CH:6][C:5]([C@@H:8]2[CH2:10][C@H:9]2[N:11]([CH2:19][CH:20]2[CH2:22][CH2:21]2)[C:12](=[O:18])[O:13][C:14]([CH3:17])([CH3:16])[CH3:15])=[CH:4][CH:3]=1.[NH:23]1[CH:27]=[C:26]([C:28](O)=[O:29])[CH:25]=[N:24]1.Cl.C(N=C=NCCCN(C)C)C.ON1C2C=CC=CC=2N=N1.C(N(C(C)C)CC)(C)C.C(=O)([O-])O.[Na+]. (9) Given the product [CH3:17][N:18]([CH2:2][C@@H:3]1[O:8][CH2:7][C@@H:6]([CH3:9])[N:5]([CH2:10][C:11]2[CH:16]=[CH:15][CH:14]=[CH:13][CH:12]=2)[CH2:4]1)[CH3:19], predict the reactants needed to synthesize it. The reactants are: Cl[CH2:2][C@H:3]1[O:8][CH2:7][C@@H:6]([CH3:9])[N:5]([CH2:10][C:11]2[CH:16]=[CH:15][CH:14]=[CH:13][CH:12]=2)[CH2:4]1.[CH3:17][NH:18][CH3:19].C(O)C.